This data is from hERG Central: cardiac toxicity at 1µM, 10µM, and general inhibition. The task is: Predict hERG channel inhibition at various concentrations. The compound is O=C(NCCCn1ccnc1)c1cc2c(ccc3ccccc32)o1. Results: hERG_inhib (hERG inhibition (general)): blocker.